Task: Predict the reactants needed to synthesize the given product.. Dataset: Full USPTO retrosynthesis dataset with 1.9M reactions from patents (1976-2016) (1) The reactants are: C([SiH](CC)CC)C.[CH2:8]([O:10][C:11]([C:13]1[NH:14][CH:15]=[C:16]([C:18](=O)[CH2:19][CH2:20][CH:21]2[CH2:25][CH2:24][CH2:23][CH2:22]2)[CH:17]=1)=[O:12])[CH3:9]. Given the product [CH2:8]([O:10][C:11]([C:13]1[NH:14][CH:15]=[C:16]([CH2:18][CH2:19][CH2:20][CH:21]2[CH2:22][CH2:23][CH2:24][CH2:25]2)[CH:17]=1)=[O:12])[CH3:9], predict the reactants needed to synthesize it. (2) Given the product [CH2:1]([N:3]([CH3:19])[CH:4]=[N:5][C:6]1[CH:18]=[CH:17][C:9]2[N:10]([CH2:30][C:29](=[N:28][O:27][CH3:26])[CH2:32][O:33][C:34]3[CH:39]=[CH:38][CH:37]=[C:36]([C:40]([F:42])([F:43])[F:41])[CH:35]=3)[C:11]([C:13]([F:16])([F:15])[F:14])=[N:12][C:8]=2[CH:7]=1)[CH3:2].[CH2:1]([N:3]([CH3:19])[CH:4]=[N:5][C:6]1[CH:18]=[CH:17][C:9]2[N:10]=[C:11]([C:13]([F:16])([F:15])[F:14])[N:12]([CH2:30][C:29](=[N:28][O:27][CH3:26])[CH2:32][O:33][C:34]3[CH:39]=[CH:38][CH:37]=[C:36]([C:40]([F:42])([F:43])[F:41])[CH:35]=3)[C:8]=2[CH:7]=1)[CH3:2], predict the reactants needed to synthesize it. The reactants are: [CH2:1]([N:3]([CH3:19])[CH:4]=[N:5][C:6]1[CH:18]=[CH:17][C:9]2[NH:10][C:11]([C:13]([F:16])([F:15])[F:14])=[N:12][C:8]=2[CH:7]=1)[CH3:2].C([O-])([O-])=O.[K+].[K+].[CH3:26][O:27][N:28]=[C:29]([CH2:32][O:33][C:34]1[CH:39]=[CH:38][CH:37]=[C:36]([C:40]([F:43])([F:42])[F:41])[CH:35]=1)[CH2:30]Br.O. (3) Given the product [NH:4]1[C:8]2[CH:9]=[CH:10][CH:11]=[CH:12][C:7]=2[N:6]=[C:5]1[NH:13][C:14]([C:16]1[NH:20][CH:19]=[N:18][C:17]=1[C:21]([NH:23][C:24]1[CH:29]=[CH:28][C:27]([O:30][CH:31]2[CH2:36][CH2:35][N:34]([CH2:1][CH3:2])[CH2:33][CH2:32]2)=[CH:26][CH:25]=1)=[O:22])=[O:15], predict the reactants needed to synthesize it. The reactants are: [CH:1](=O)[CH3:2].[NH:4]1[C:8]2[CH:9]=[CH:10][CH:11]=[CH:12][C:7]=2[N:6]=[C:5]1[NH:13][C:14]([C:16]1[NH:20][CH:19]=[N:18][C:17]=1[C:21]([NH:23][C:24]1[CH:29]=[CH:28][C:27]([O:30][CH:31]2[CH2:36][CH2:35][NH:34][CH2:33][CH2:32]2)=[CH:26][CH:25]=1)=[O:22])=[O:15].C(O[BH-](OC(=O)C)OC(=O)C)(=O)C.[Na+].Cl. (4) Given the product [CH3:1][N:2]1[CH2:6][CH2:5][N:4]([CH3:7])[C:3]1=[N:8][O:9][C:11]1[N:13]=[C:14]([O:9][N:8]=[C:3]2[N:4]([CH3:7])[CH2:5][CH2:6][N:2]2[CH3:1])[N:16]=[C:17]([O:9][N:8]=[C:3]2[N:4]([CH3:7])[CH2:5][CH2:6][N:2]2[CH3:1])[N:10]=1, predict the reactants needed to synthesize it. The reactants are: [CH3:1][N:2]1[CH2:6][CH2:5][N:4]([CH3:7])[C:3]1=[N:8][OH:9].[N:10]1[C:17](F)=[N:16][C:14](F)=[N:13][C:11]=1F. (5) Given the product [CH2:1]([C:3]1[N:13]([CH2:14][C:15]2[CH:28]=[CH:27][C:18]([CH:19]([N:43]=[N+:44]=[N-:45])[C:20]3[CH:25]=[CH:24][CH:23]=[CH:22][CH:21]=3)=[CH:17][CH:16]=2)[C:6]2=[N:7][C:8]([CH3:12])=[CH:9][C:10]([CH3:11])=[C:5]2[N:4]=1)[CH3:2], predict the reactants needed to synthesize it. The reactants are: [CH2:1]([C:3]1[N:13]([CH2:14][C:15]2[CH:28]=[CH:27][C:18]([CH:19](O)[C:20]3[CH:25]=[CH:24][CH:23]=[CH:22][CH:21]=3)=[CH:17][CH:16]=2)[C:6]2=[N:7][C:8]([CH3:12])=[CH:9][C:10]([CH3:11])=[C:5]2[N:4]=1)[CH3:2].C1(P([N:43]=[N+:44]=[N-:45])(C2C=CC=CC=2)=O)C=CC=CC=1.C1CCN2C(=NCCC2)CC1. (6) Given the product [C:13]1([N:14]2[CH2:9][CH2:7][N:3]([CH2:4][CH2:6][CH2:32][CH2:31][NH2:30])[CH2:16][CH2:15]2)[CH:18]=[CH:17][CH:19]=[CH:11][CH:12]=1, predict the reactants needed to synthesize it. The reactants are: CC[N:3]([CH:7]([CH3:9])C)[CH:4]([CH3:6])C.N1[N:14]2[CH:15]=[CH:16][CH:17]=[CH:18][C:13]2=[CH:12][C:11]=1[C:19](O)=O.CN(C(O[N:30]1N=N[C:32]2C=CC=C[C:31]1=2)=[N+](C)C)C.[B-](F)(F)(F)F. (7) Given the product [N:39]1([C:26]([CH:24]2[CH2:23][CH:22]([CH2:21][C:18]3[CH:19]=[C:20]4[C:10]5([CH2:11][CH2:12][N:8]([C:6]([O:5][C:1]([CH3:2])([CH3:4])[CH3:3])=[O:7])[CH2:9]5)[CH2:13][N:14]([C:29]([O:31][CH2:32][CH2:33][Si:34]([CH3:37])([CH3:36])[CH3:35])=[O:30])[C:15]4=[CH:16][CH:17]=3)[CH2:25]2)=[O:28])[CH2:42][CH2:41][CH2:40]1, predict the reactants needed to synthesize it. The reactants are: [C:1]([O:5][C:6]([N:8]1[CH2:12][CH2:11][C:10]2([C:20]3[C:15](=[CH:16][CH:17]=[C:18]([CH2:21][CH:22]4[CH2:25][CH:24]([C:26]([OH:28])=O)[CH2:23]4)[CH:19]=3)[N:14]([C:29]([O:31][CH2:32][CH2:33][Si:34]([CH3:37])([CH3:36])[CH3:35])=[O:30])[CH2:13]2)[CH2:9]1)=[O:7])([CH3:4])([CH3:3])[CH3:2].Cl.[NH:39]1[CH2:42][CH2:41][CH2:40]1.C(N(CC)CC)C.C1CN([P+](ON2N=NC3C=CC=CC2=3)(N2CCCC2)N2CCCC2)CC1.F[P-](F)(F)(F)(F)F.